The task is: Predict the reactants needed to synthesize the given product.. This data is from Full USPTO retrosynthesis dataset with 1.9M reactions from patents (1976-2016). (1) Given the product [CH3:19][O:20][CH2:21][CH2:22][N:10]1[C:11]2[C:7](=[CH:6][C:5]([C:13]([F:16])([F:14])[F:15])=[C:4]([N+:1]([O-:3])=[O:2])[CH:12]=2)[CH:8]=[CH:9]1, predict the reactants needed to synthesize it. The reactants are: [N+:1]([C:4]1[CH:12]=[C:11]2[C:7]([CH:8]=[CH:9][NH:10]2)=[CH:6][C:5]=1[C:13]([F:16])([F:15])[F:14])([O-:3])=[O:2].[H-].[Na+].[CH3:19][O:20][CH2:21][CH2:22]Br. (2) Given the product [C:21]([NH:11][C:10]1[CH:12]=[CH:13][C:14]([N:15]2[CH2:20][CH2:19][O:18][CH2:17][CH2:16]2)=[CH:8][CH:9]=1)([O:23][CH2:24][C:25]1[CH:30]=[CH:29][CH:28]=[CH:27][CH:26]=1)=[O:22], predict the reactants needed to synthesize it. The reactants are: C(=O)(O)[O-].[Na+].O.F[C:8]1[CH:9]=[C:10]([CH:12]=[CH:13][C:14]=1[N:15]1[CH2:20][CH2:19][O:18][CH2:17][CH2:16]1)[NH2:11].[C:21](Cl)([O:23][CH2:24][C:25]1[CH:30]=[CH:29][CH:28]=[CH:27][CH:26]=1)=[O:22]. (3) Given the product [CH:7]1([C:5]2[NH:1][C:2]([C:10]3[CH:15]=[CH:14][C:13]([CH3:16])=[C:12]([I:17])[CH:11]=3)=[N:3][N:4]=2)[CH2:9][CH2:8]1, predict the reactants needed to synthesize it. The reactants are: [NH:1]=[C:2]([C:10]1[CH:15]=[CH:14][C:13]([CH3:16])=[C:12]([I:17])[CH:11]=1)[NH:3][NH:4][C:5]([CH:7]1[CH2:9][CH2:8]1)=O. (4) Given the product [CH2:2]([O:9][C:10]([N:12]1[CH2:21][CH2:20][C:19]2[C:14](=[CH:15][C:16]([NH:22][C:23](=[O:35])[C:24]3[CH:29]=[CH:28][CH:27]=[C:26]([CH:30]4[CH2:34][CH2:33][CH2:32][N:31]4[C:52](=[O:53])[NH:51][C:47]4[CH:48]=[CH:49][CH:50]=[C:45]([C:43]#[N:44])[CH:46]=4)[CH:25]=3)=[CH:17][CH:18]=2)[CH2:13]1)=[O:11])[C:3]1[CH:4]=[CH:5][CH:6]=[CH:7][CH:8]=1, predict the reactants needed to synthesize it. The reactants are: Cl.[CH2:2]([O:9][C:10]([N:12]1[CH2:21][CH2:20][C:19]2[C:14](=[CH:15][C:16]([NH:22][C:23](=[O:35])[C:24]3[CH:29]=[CH:28][CH:27]=[C:26]([CH:30]4[CH2:34][CH2:33][CH2:32][NH:31]4)[CH:25]=3)=[CH:17][CH:18]=2)[CH2:13]1)=[O:11])[C:3]1[CH:8]=[CH:7][CH:6]=[CH:5][CH:4]=1.CCN(CC)CC.[C:43]([C:45]1[CH:46]=[C:47]([N:51]=[C:52]=[O:53])[CH:48]=[CH:49][CH:50]=1)#[N:44].[N-]=C=O.